Dataset: Rat liver microsome stability data. Task: Regression/Classification. Given a drug SMILES string, predict its absorption, distribution, metabolism, or excretion properties. Task type varies by dataset: regression for continuous measurements (e.g., permeability, clearance, half-life) or binary classification for categorical outcomes (e.g., BBB penetration, CYP inhibition). Dataset: rlm. (1) The drug is C=C(C)[C@@H]1CC[C@]2(C(=O)O)CC[C@]3(C)[C@H](CC[C@@H]4[C@@]5(C)CC[C@H](OC(=O)CC(C)(C)C(=O)O)C(C)(C)[C@@H]5CC[C@]43C)[C@@H]12. The result is 1 (stable in rat liver microsomes). (2) The drug is COc1cc(OCc2cccc(OCc3ccccc3)c2)c2cc(-c3cn4nc(OC)sc4n3)oc2c1. The result is 1 (stable in rat liver microsomes). (3) The molecule is CN1CCN(c2ccc(-c3cc(-c4cccc(C(=O)NCCO)c4)[nH]n3)cc2)CC1. The result is 1 (stable in rat liver microsomes). (4) The compound is CC(=O)NC1CCN(c2nc(-c3ccc(Br)cc3)cs2)CC1. The result is 0 (unstable in rat liver microsomes).